Dataset: Forward reaction prediction with 1.9M reactions from USPTO patents (1976-2016). Task: Predict the product of the given reaction. (1) Given the reactants [F:1][C:2]1([C:15]2[CH:16]=[N:17][CH:18]=[C:19]([N:21]3[C:29](=[O:30])[C:28]4[C:23](=[N:24][C:25]([O:31][CH3:32])=[CH:26][CH:27]=4)[C:22]3([CH3:34])[CH3:33])[CH:20]=2)[CH2:7][CH2:6][N:5]([C:8]([O:10]C(C)(C)C)=O)[CH2:4][CH2:3]1.C(Cl)(C)=O.[CH3:39][N:40]1[CH:44]=[C:43](C(O)=O)[CH:42]=[N:41]1.CN(C(ON1N=NC2C=CC=NC1=2)=[N+](C)C)C.F[P-](F)(F)(F)(F)F, predict the reaction product. The product is: [F:1][C:2]1([C:15]2[CH:20]=[C:19]([N:21]3[C:29](=[O:30])[C:28]4[C:23](=[N:24][C:25]([O:31][CH3:32])=[CH:26][CH:27]=4)[C:22]3([CH3:34])[CH3:33])[CH:18]=[N:17][CH:16]=2)[CH2:3][CH2:4][N:5]([C:8]([C:43]2[CH:42]=[N:41][N:40]([CH3:39])[CH:44]=2)=[O:10])[CH2:6][CH2:7]1. (2) Given the reactants N1C=CC=CC=1.[CH3:7][C:8]1[C:16]2[C:11](=[CH:12][C:13]([C:17]([N:19]3[CH2:24][CH2:23][C:22]4([CH2:33][C:32](=[O:34])[C:31]5[C:26](=[CH:27][CH:28]=[C:29]([C:35]6[CH:36]=[N:37][N:38]([CH3:40])[CH:39]=6)[CH:30]=5)[O:25]4)[CH2:21][CH2:20]3)=[O:18])=[CH:14][CH:15]=2)[NH:10][N:9]=1.[CH3:41][O:42][C:43]([C:45]1[CH:50]=[CH:49][C:48](B(O)O)=[CH:47][CH:46]=1)=[O:44], predict the reaction product. The product is: [CH3:7][C:8]1[C:16]2[C:11](=[CH:12][C:13]([C:17]([N:19]3[CH2:20][CH2:21][C:22]4([CH2:33][C:32](=[O:34])[C:31]5[C:26](=[CH:27][CH:28]=[C:29]([C:35]6[CH:36]=[N:37][N:38]([CH3:40])[CH:39]=6)[CH:30]=5)[O:25]4)[CH2:23][CH2:24]3)=[O:18])=[CH:14][CH:15]=2)[N:10]([C:48]2[CH:49]=[CH:50][C:45]([C:43]([O:42][CH3:41])=[O:44])=[CH:46][CH:47]=2)[N:9]=1. (3) Given the reactants [S:1]1[CH2:6][CH2:5][CH:4]([C:7]2[CH:12]=[C:11](O)[N:10]3[N:14]=[CH:15][CH:16]=[C:9]3[N:8]=2)[CH2:3][CH2:2]1.CN(C)C1C=CC=CC=1.P(Cl)(Cl)([Cl:28])=O, predict the reaction product. The product is: [Cl:28][C:11]1[N:10]2[N:14]=[CH:15][CH:16]=[C:9]2[N:8]=[C:7]([CH:4]2[CH2:5][CH2:6][S:1][CH2:2][CH2:3]2)[CH:12]=1. (4) Given the reactants [CH3:1][C:2]1[NH:3][C:4]2[C:9]([CH:10]=1)=[CH:8][CH:7]=[C:6]([N+:11]([O-:13])=[O:12])[CH:5]=2.C[Si](C)(C)[N-][Si](C)(C)C.[Na+].I[CH2:25][CH3:26].C(OCC)(=O)C, predict the reaction product. The product is: [CH2:25]([N:3]1[C:4]2[C:9](=[CH:8][CH:7]=[C:6]([N+:11]([O-:13])=[O:12])[CH:5]=2)[CH:10]=[C:2]1[CH3:1])[CH3:26]. (5) Given the reactants C(N(CC)CC)C.[C:16](O[C:16]([O:18][C:19]([CH3:22])([CH3:21])[CH3:20])=[O:17])([O:18][C:19]([CH3:22])([CH3:21])[CH3:20])=[O:17].[O:23]1CC[CH2:25][CH2:24]1.ClC1C=CC([C@H:35]2N3C(SC(C(N4C[C@H](F)C[C@H]4C(N4CC5(CC5)N(C(=O)C(F)(F)F)CC4)=O)=O)=C3C(C)C)=[N:37][C@:36]2([C:71]2[CH:72]=[N:73][C:74]([Cl:77])=[CH:75][CH:76]=2)[CH3:70])=CC=1F.C(OCC)(=[O:81])C, predict the reaction product. The product is: [C:19]([O:18][C:16]([NH:37][C:36]([C:71]1[CH:72]=[N:73][C:74]([Cl:77])=[CH:75][CH:76]=1)([CH3:70])[C:35]([O:23][CH2:24][CH3:25])=[O:81])=[O:17])([CH3:20])([CH3:21])[CH3:22]. (6) Given the reactants [C:1](OCC)(=O)CC(OCC)=O.[H-].[Na+].[Br:14][C:15]1[CH:16]=[N:17][CH:18]=[C:19]([N+:22]([O-:24])=[O:23])[C:20]=1Cl, predict the reaction product. The product is: [Br:14][C:15]1[CH:16]=[N:17][CH:18]=[C:19]([N+:22]([O-:24])=[O:23])[C:20]=1[CH3:1].